From a dataset of Reaction yield outcomes from USPTO patents with 853,638 reactions. Predict the reaction yield, written as a fraction of the theoretical maximum amount of product (1.0 means a 100% yield; for example, 0.34 means a 34% yield). (1) The reactants are [CH2:1]([O:8][CH:9]1[CH2:13][CH2:12][NH:11][CH2:10]1)[C:2]1[CH:7]=[CH:6][CH:5]=[CH:4][CH:3]=1.Cl[C:15]1[N:20]([CH3:21])[C:19](=[O:22])[CH:18]=[C:17]([C:23]2[CH:28]=[CH:27][N:26]=[CH:25][CH:24]=2)[N:16]=1.C(N(CC)CC)C. No catalyst specified. The product is [CH2:1]([O:8][CH:9]1[CH2:13][CH2:12][N:11]([C:15]2[N:20]([CH3:21])[C:19](=[O:22])[CH:18]=[C:17]([C:23]3[CH:24]=[CH:25][N:26]=[CH:27][CH:28]=3)[N:16]=2)[CH2:10]1)[C:2]1[CH:3]=[CH:4][CH:5]=[CH:6][CH:7]=1. The yield is 0.700. (2) The reactants are [F:1][C:2]1[C:7](F)=[CH:6][CH:5]=[C:4]([N+:9]([O-:11])=[O:10])[C:3]=1[CH2:12][C:13](=[O:15])[CH3:14].[C:16](=O)([O-])[O-:17].[K+].[K+]. The catalyst is CO. The product is [F:1][C:2]1[C:7]([O:17][CH3:16])=[CH:6][CH:5]=[C:4]([N+:9]([O-:11])=[O:10])[C:3]=1[CH2:12][C:13](=[O:15])[CH3:14]. The yield is 0.710. (3) The reactants are [Br:1][C:2]1[CH:7]=[CH:6][C:5]([OH:8])=[CH:4][C:3]=1[C:9]([F:12])([F:11])[F:10].C(=O)([O-])[O-].[K+].[K+].[CH:19](I)([CH3:21])[CH3:20]. The catalyst is CN(C)C=O. The product is [Br:1][C:2]1[CH:7]=[CH:6][C:5]([O:8][CH:19]([CH3:21])[CH3:20])=[CH:4][C:3]=1[C:9]([F:10])([F:11])[F:12]. The yield is 0.590. (4) The reactants are O[CH:2]([CH2:8][CH2:9][CH2:10][CH3:11])[C:3]([O:5]CC)=[O:4].[F:12][C:13]1[CH:18]=[CH:17][C:16]([OH:19])=[CH:15][CH:14]=1.[NH2:20][C:21]1[S:22][CH:23]=[CH:24][N:25]=1. The catalyst is C1COCC1. The product is [F:12][C:13]1[CH:18]=[CH:17][C:16]([O:19][CH:2]([CH2:8][CH2:9][CH2:10][CH3:11])[C:3]([OH:5])=[O:4])=[CH:15][CH:14]=1.[F:12][C:13]1[CH:18]=[CH:17][C:16]([O:19][CH:2]([CH2:8][CH2:9][CH2:10][CH3:11])[C:3]([NH:20][C:21]2[S:22][CH:23]=[CH:24][N:25]=2)=[O:5])=[CH:15][CH:14]=1. The yield is 0.520. (5) The reactants are [F:1][C:2]1[CH:22]=[CH:21][C:5]([CH2:6][C:7]2[S:11][C:10]([NH2:12])=[N:9][C:8]=2[C:13]2[CH:18]=[CH:17][C:16]([O:19][CH3:20])=[CH:15][CH:14]=2)=[CH:4][CH:3]=1.[CH3:23][O:24][C:25]1[CH:26]=[C:27]([CH:31]=[CH:32][C:33]=1[O:34][CH3:35])[C:28](Cl)=[O:29]. No catalyst specified. The product is [F:1][C:2]1[CH:22]=[CH:21][C:5]([CH2:6][C:7]2[S:11][C:10]([NH:12][C:28](=[O:29])[C:27]3[CH:31]=[CH:32][C:33]([O:34][CH3:35])=[C:25]([O:24][CH3:23])[CH:26]=3)=[N:9][C:8]=2[C:13]2[CH:18]=[CH:17][C:16]([O:19][CH3:20])=[CH:15][CH:14]=2)=[CH:4][CH:3]=1. The yield is 0.691. (6) The reactants are Br[C:2]1[CH:12]=[CH:11][C:5]([C:6]([O:8][CH2:9][CH3:10])=[O:7])=[CH:4][CH:3]=1.[CH3:13][C:14]1[CH:15]=[C:16]([OH:21])[CH:17]=[CH:18][C:19]=1[CH3:20]. The catalyst is C1C=CC=CC=1.C(OCC)(=O)C.C1(C)C=CC=CC=1. The product is [CH3:13][C:14]1[CH:15]=[C:16]([CH:17]=[CH:18][C:19]=1[CH3:20])[O:21][C:2]1[CH:12]=[CH:11][C:5]([C:6]([O:8][CH2:9][CH3:10])=[O:7])=[CH:4][CH:3]=1. The yield is 0.630. (7) The yield is 0.890. The product is [Cl:1][C:2]1[C:9]([N+:10]([O-:12])=[O:11])=[CH:8][CH:7]=[CH:6][C:3]=1[CH:4]=[O:5]. The catalyst is C(Cl)(Cl)Cl.[O-2].[O-2].[Mn+4]. The reactants are [Cl:1][C:2]1[C:9]([N+:10]([O-:12])=[O:11])=[CH:8][CH:7]=[CH:6][C:3]=1[CH2:4][OH:5].